From a dataset of Full USPTO retrosynthesis dataset with 1.9M reactions from patents (1976-2016). Predict the reactants needed to synthesize the given product. The reactants are: [C:1]([C:3]1[CH:8]=[CH:7][C:6](B(O)O)=[CH:5][C:4]=1[F:12])#[N:2].Br[C:14]1[C:22]2[C:17](=[CH:18][C:19]([S:23]([N:26](CC3C=CC(OC)=CC=3OC)[C:27]3[S:31][N:30]=[CH:29][N:28]=3)(=[O:25])=[O:24])=[CH:20][CH:21]=2)[N:16]([CH3:43])[CH:15]=1. Given the product [C:1]([C:3]1[CH:8]=[CH:7][C:6]([C:14]2[C:22]3[C:17](=[CH:18][C:19]([S:23]([NH:26][C:27]4[S:31][N:30]=[CH:29][N:28]=4)(=[O:24])=[O:25])=[CH:20][CH:21]=3)[N:16]([CH3:43])[CH:15]=2)=[CH:5][C:4]=1[F:12])#[N:2], predict the reactants needed to synthesize it.